From a dataset of Reaction yield outcomes from USPTO patents with 853,638 reactions. Predict the reaction yield, written as a fraction of the theoretical maximum amount of product (1.0 means a 100% yield; for example, 0.34 means a 34% yield). (1) The reactants are O1CCCC1.[CH3:6][C:7]([CH3:10])([O-:9])[CH3:8].[K+].F[C:13]1[CH:18]=[CH:17][C:16]([F:19])=[CH:15][C:14]=1[N+:20]([O-:22])=[O:21].Cl. The catalyst is O. The product is [C:7]([O:9][C:13]1[CH:18]=[CH:17][C:16]([F:19])=[CH:15][C:14]=1[N+:20]([O-:22])=[O:21])([CH3:10])([CH3:8])[CH3:6]. The yield is 0.800. (2) The reactants are [CH3:1][O:2][C:3]1[N:8]=[CH:7][C:6](B(O)O)=[CH:5][CH:4]=1.[F-].[K+].OC(C(F)(F)F)=O.[OH:21][C:22]([CH3:44])([CH3:43])[CH2:23][C@@:24]1([C:37]2[CH:42]=[CH:41][CH:40]=[CH:39][CH:38]=2)[O:29][C:28](=[O:30])[N:27]([C@H:31]2[CH2:36][CH2:35][CH2:34][NH:33][CH2:32]2)[CH2:26][CH2:25]1.O=O. The catalyst is C(#N)C.CC([O-])=O.CC([O-])=O.[Cu+2]. The product is [OH:21][C:22]([CH3:44])([CH3:43])[CH2:23][C@@:24]1([C:37]2[CH:38]=[CH:39][CH:40]=[CH:41][CH:42]=2)[O:29][C:28](=[O:30])[N:27]([C@H:31]2[CH2:36][CH2:35][CH2:34][N:33]([C:6]3[CH:7]=[N:8][C:3]([O:2][CH3:1])=[CH:4][CH:5]=3)[CH2:32]2)[CH2:26][CH2:25]1. The yield is 0.760. (3) The catalyst is O.C([O-])(=O)C.[Pd+2].C([O-])(=O)C.C(#N)C. The reactants are C1(P(C2CCCCC2)C2C=CC=CC=2C2C(OC)=CC=CC=2OC)CCCCC1.C(=O)([O-])[O-].[K+].[K+].[CH3:36][N:37]([CH3:54])[CH2:38][C:39]1[CH:44]=[CH:43][C:42](B2OC(C)(C)C(C)(C)O2)=[CH:41][CH:40]=1.[F:55][C:56]1[CH:88]=[N:87][C:59]2[N:60]([C:80]3[CH:85]=[CH:84][CH:83]=[C:82](I)[CH:81]=3)[C:61](=[O:79])[N:62]([C@@H:65]3[CH2:70][CH2:69][C@H:68]([NH:71][C:72](=[O:78])[O:73][C:74]([CH3:77])([CH3:76])[CH3:75])[CH2:67][CH2:66]3)[C:63](=[O:64])[C:58]=2[CH:57]=1. The yield is 0.690. The product is [CH3:54][N:37]([CH2:38][C:39]1[CH:40]=[CH:41][C:42]([C:82]2[CH:83]=[CH:84][CH:85]=[C:80]([N:60]3[C:59]4[N:87]=[CH:88][C:56]([F:55])=[CH:57][C:58]=4[C:63](=[O:64])[N:62]([C@@H:65]4[CH2:70][CH2:69][C@H:68]([NH:71][C:72](=[O:78])[O:73][C:74]([CH3:75])([CH3:76])[CH3:77])[CH2:67][CH2:66]4)[C:61]3=[O:79])[CH:81]=2)=[CH:43][CH:44]=1)[CH3:36]. (4) The reactants are Br[C:2]1[CH:3]=[CH:4][C:5]2[C:14]3[CH2:13][CH2:12][N:11]([C:15]([O:17][C:18]([CH3:21])([CH3:20])[CH3:19])=[O:16])[CH2:10][CH2:9][C:8]=3[N:7]([CH3:22])[C:6]=2[N:23]=1.[F:24][C:25]1[CH:26]=[CH:27][C:28]([CH2:31][O:32][C:33]2[CH:38]=[CH:37][NH:36][C:35](=[O:39])[CH:34]=2)=[N:29][CH:30]=1.C([O-])([O-])=O.[Cs+].[Cs+].OC1C=CC=C2C=1N=CC=C2. The catalyst is CS(C)=O.[Cu](I)I. The product is [F:24][C:25]1[CH:26]=[CH:27][C:28]([CH2:31][O:32][C:33]2[CH:38]=[CH:37][N:36]([C:2]3[CH:3]=[CH:4][C:5]4[C:14]5[CH2:13][CH2:12][N:11]([C:15]([O:17][C:18]([CH3:21])([CH3:20])[CH3:19])=[O:16])[CH2:10][CH2:9][C:8]=5[N:7]([CH3:22])[C:6]=4[N:23]=3)[C:35](=[O:39])[CH:34]=2)=[N:29][CH:30]=1. The yield is 0.210. (5) The reactants are Cl[CH2:2][C:3]1[N:4]=[C:5]([C:9]2[CH:18]=[CH:17][C:12]([C:13]([O:15][CH3:16])=[O:14])=[CH:11][CH:10]=2)[O:6][C:7]=1[CH3:8].[CH3:19][C:20]1[CH:25]=[CH:24][C:23]([SH:26])=[CH:22][CH:21]=1.C(=O)([O-])[O-].[Cs+].[Cs+]. The catalyst is CN(C)C=O.O. The product is [CH3:8][C:7]1[O:6][C:5]([C:9]2[CH:18]=[CH:17][C:12]([C:13]([O:15][CH3:16])=[O:14])=[CH:11][CH:10]=2)=[N:4][C:3]=1[CH2:2][S:26][C:23]1[CH:24]=[CH:25][C:20]([CH3:19])=[CH:21][CH:22]=1. The yield is 0.780. (6) The reactants are [NH2:1][C:2]1[CH:7]=[C:6]([O:8][C:9]2[CH:14]=[CH:13][C:12]([NH:15][C:16](=[O:22])[O:17][C:18]([CH3:21])([CH3:20])[CH3:19])=[CH:11][C:10]=2[F:23])[CH:5]=[CH:4][N:3]=1.[C:24](Cl)(=[O:26])[CH3:25]. The catalyst is N1C=CC=CC=1.CCOC(C)=O.C(Cl)(=O)C. The product is [C:24]([NH:1][C:2]1[CH:7]=[C:6]([O:8][C:9]2[CH:14]=[CH:13][C:12]([NH:15][C:16](=[O:22])[O:17][C:18]([CH3:19])([CH3:20])[CH3:21])=[CH:11][C:10]=2[F:23])[CH:5]=[CH:4][N:3]=1)(=[O:26])[CH3:25]. The yield is 0.680. (7) The reactants are [Br:1][C:2]1[CH:7]=[CH:6][C:5]([CH3:8])=[CH:4][N+:3]=1[O-].[C:10]([NH2:14])([CH3:13])([CH3:12])[CH3:11].C1(C)C=CC(S(OS(C2C=CC(C)=CC=2)(=O)=O)(=O)=O)=CC=1. The catalyst is C(Cl)Cl.FC1C(F)=C(F)C=CC=1. The product is [Br:1][C:2]1[N:3]=[C:4]([NH:14][C:10]([CH3:13])([CH3:12])[CH3:11])[C:5]([CH3:8])=[CH:6][CH:7]=1. The yield is 0.190. (8) The reactants are CCN(CC)CC.N1C=CC=CC=1.C([O:16][C:17]([C:19]1[NH:23][C:22]2[CH:24]=[C:25]([Br:27])[S:26][C:21]=2[CH:20]=1)=[O:18])C.[CH:28]1([O:33][C:34]2[CH:39]=[CH:38][C:37](B(O)O)=[CH:36][CH:35]=2)[CH2:32][CH2:31][CH2:30][CH2:29]1. The catalyst is CC([O-])=O.CC([O-])=O.[Cu+2].C(Cl)Cl. The product is [Br:27][C:25]1[S:26][C:21]2[CH:20]=[C:19]([C:17]([OH:16])=[O:18])[N:23]([C:37]3[CH:38]=[CH:39][C:34]([O:33][CH:28]4[CH2:32][CH2:31][CH2:30][CH2:29]4)=[CH:35][CH:36]=3)[C:22]=2[CH:24]=1. The yield is 0.720.